This data is from Forward reaction prediction with 1.9M reactions from USPTO patents (1976-2016). The task is: Predict the product of the given reaction. (1) Given the reactants CC1C=CC(S(O[CH2:12][CH2:13][O:14][CH:15]2[CH2:22][CH2:21][CH2:20][CH:19]=[CH:18][CH2:17][CH2:16]2)(=O)=O)=CC=1.[F-:23].C([N+](CCCC)(CCCC)CCCC)CCC.CCCCC.CCOCC, predict the reaction product. The product is: [F:23][CH2:12][CH2:13][O:14][CH:15]1[CH2:22][CH2:21][CH2:20][CH:19]=[CH:18][CH2:17][CH2:16]1. (2) Given the reactants [Br:1][C:2]1[CH:7]=[C:6]([OH:8])[C:5]([F:9])=[CH:4][N:3]=1.[F:10][C:11]([F:15])([F:14])[CH2:12]I.C(=O)([O-])[O-].[K+].[K+], predict the reaction product. The product is: [Br:1][C:2]1[CH:7]=[C:6]([O:8][CH2:12][C:11]([F:15])([F:14])[F:10])[C:5]([F:9])=[CH:4][N:3]=1.